This data is from Experimentally validated miRNA-target interactions with 360,000+ pairs, plus equal number of negative samples. The task is: Binary Classification. Given a miRNA mature sequence and a target amino acid sequence, predict their likelihood of interaction. (1) The miRNA is mmu-miR-149-5p with sequence UCUGGCUCCGUGUCUUCACUCCC. The protein sequence of the target gene is MAGAPRGQGGGGGAGEPGGAERAAGPGGRRGFRACGEEFACPELEALFRGYTLRLEQAATLKALAVLSLLAGALALAELLGAPGPAPGLAKGSHPVHCILFLALFVVTNVRSLQVSQLQQVGQLALFFSLTFALLCCPFALGGPARSSAGGAMGSTVAEQGVWQLLLVTFVSYALLPVRSLLAIGFGLVVAASHLLVTAALVPAKRPRLWRTLGANALLFFGVNMYGVFVRILTERSQRKAFLQARNCIEDRLRLEDENEKQERLLMSLLPRNVAMEMKEDFLKPPERIFHKIYIQRHDN.... Result: 1 (interaction). (2) The miRNA is hsa-miR-449b-3p with sequence CAGCCACAACUACCCUGCCACU. The protein sequence of the target gene is MAGPVSLRDLLMGASAWMGSESPGGSPTEGGGSAAGGPEPPWREDEICVVGIFGKTALRLNSEKFSLVNTVCDRQVFPLFRHQDPGDPGPGIRTEAGAVGEAGGAEDPGAAAGGSVRGSGAVAEGNRTEAGSQDYSLLQAYYSQESKVLYLLLTSICDNSQLLRACRALQSGEAGGGLSLPHAEAHEFWKHQEKLQCLSLLYLFSVCHILLLVHPTCSFDITYDRVFRALDGLRQKVLPLLKTAIKDCPVGKDWKLNCRPCPPRLLFLFQLNGALKVEPPRNQDPAHPDKPKKHSPKRRL.... Result: 1 (interaction). (3) The miRNA is mmu-miR-292a-3p with sequence AAAGUGCCGCCAGGUUUUGAGUGU. The protein sequence of the target gene is MSDVTIVKEGWVQKRGEYIKNWRPRYFLLKTDGSFIGYKEKPQDVDLPYPLNNFSVAKCQLMKTERPKPNTFIIRCLQWTTVIERTFHVDTPEEREEWTEAIQAVADRLQRQEEERMNCSPTSQIDNIGEEEMDASTTHHKRKTMNDFDYLKLLGKGTFGKVILVREKASGKYYAMKILKKEVIIAKDEVAHTLTESRVLKNTRHPFLTSLKYSFQTKDRLCFVMEYVNGGELFFHLSRERVFSEDRTRFYGAEIVSALDYLHSGKIVYRDLKLENLMLDKDGHIKITDFGLCKEGITDA.... Result: 0 (no interaction).